This data is from NCI-60 drug combinations with 297,098 pairs across 59 cell lines. The task is: Regression. Given two drug SMILES strings and cell line genomic features, predict the synergy score measuring deviation from expected non-interaction effect. Drug 1: CC1OCC2C(O1)C(C(C(O2)OC3C4COC(=O)C4C(C5=CC6=C(C=C35)OCO6)C7=CC(=C(C(=C7)OC)O)OC)O)O. Drug 2: CN1C(=O)N2C=NC(=C2N=N1)C(=O)N. Cell line: SK-MEL-2. Synergy scores: CSS=21.4, Synergy_ZIP=-1.15, Synergy_Bliss=2.61, Synergy_Loewe=-21.8, Synergy_HSA=0.262.